From a dataset of Ames mutagenicity test results for genotoxicity prediction. Regression/Classification. Given a drug SMILES string, predict its toxicity properties. Task type varies by dataset: regression for continuous values (e.g., LD50, hERG inhibition percentage) or binary classification for toxic/non-toxic outcomes (e.g., AMES mutagenicity, cardiotoxicity, hepatotoxicity). Dataset: ames. (1) The result is 1 (mutagenic). The compound is CC/C=C/C=C/C=C/C=C/C=C/OCC(C)O. (2) The molecule is N/C(=N\OC1OC(C(=O)O)C(O)C(O)C1O)c1ccccc1. The result is 0 (non-mutagenic).